Predict the product of the given reaction. From a dataset of Forward reaction prediction with 1.9M reactions from USPTO patents (1976-2016). (1) The product is: [C:1]1([N:7]2[C:11]([C:12]3[CH:13]=[CH:14][CH:15]=[CH:16][CH:17]=3)=[CH:10][CH:9]=[C:8]2[C:18]2[CH:19]=[C:20]3[C:25](=[CH:26][CH:27]=2)[CH:24]=[C:23]([O:28][CH2:30][C:31]([O:33][CH3:34])=[O:32])[CH:22]=[CH:21]3)[CH:2]=[CH:3][CH:4]=[CH:5][CH:6]=1. Given the reactants [C:1]1([N:7]2[C:11]([C:12]3[CH:17]=[CH:16][CH:15]=[CH:14][CH:13]=3)=[CH:10][CH:9]=[C:8]2[C:18]2[CH:19]=[C:20]3[C:25](=[CH:26][CH:27]=2)[CH:24]=[C:23]([OH:28])[CH:22]=[CH:21]3)[CH:6]=[CH:5][CH:4]=[CH:3][CH:2]=1.Br[CH2:30][C:31]([O:33][CH3:34])=[O:32].C(=O)([O-])[O-].[Cs+].[Cs+], predict the reaction product. (2) Given the reactants [NH2:1][C:2]#[C:3][CH2:4][CH3:5].CCO[C:9]([CH3:11])=O.[CH3:12][CH2:13][CH2:14][CH2:15]CC.[CH2:18]1COCC1, predict the reaction product. The product is: [CH3:18][C:9]1([CH3:11])[CH:15]=[CH:14][C:13]2[C:2](=[CH:3][CH:4]=[CH:5][CH:12]=2)[NH:1]1. (3) Given the reactants [OH:1][CH2:2][C:3]1[CH:8]=[CH:7][C:6](B(O)O)=[CH:5][CH:4]=1.[N:12]12[CH2:19][CH2:18][CH:15]([CH2:16][CH2:17]1)[C@@H:14]([NH:20][C:21]([C:23]1[O:24][C:25]3[CH:31]=[C:30](Br)[CH:29]=[CH:28][C:26]=3[CH:27]=1)=[O:22])[CH2:13]2.[OH-].[Na+], predict the reaction product. The product is: [N:12]12[CH2:17][CH2:16][CH:15]([CH2:18][CH2:19]1)[C@@H:14]([NH:20][C:21]([C:23]1[O:24][C:25]3[CH:31]=[C:30]([C:6]4[CH:7]=[CH:8][C:3]([CH2:2][OH:1])=[CH:4][CH:5]=4)[CH:29]=[CH:28][C:26]=3[CH:27]=1)=[O:22])[CH2:13]2. (4) Given the reactants [CH2:1]([O:3][C:4]1[CH:5]=[C:6]([CH2:13][CH2:14][NH2:15])[CH:7]=[CH:8][C:9]=1[O:10][CH2:11][CH3:12])[CH3:2].[C:16]([O:20][CH3:21])(=[O:19])[C:17]#[CH:18], predict the reaction product. The product is: [CH2:1]([O:3][C:4]1[CH:5]=[C:6]([CH2:13][CH2:14][NH:15][CH:18]=[CH:17][C:16]([O:20][CH3:21])=[O:19])[CH:7]=[CH:8][C:9]=1[O:10][CH2:11][CH3:12])[CH3:2]. (5) Given the reactants Br[CH2:2][C:3]([C:5]1[CH:10]=[CH:9][C:8]([C:11]2[CH:16]=[CH:15][CH:14]=[CH:13][N:12]=2)=[C:7]([O:17][CH3:18])[CH:6]=1)=O.[N:19]1[CH:24]=[CH:23][CH:22]=[CH:21][C:20]=1[CH3:25], predict the reaction product. The product is: [CH3:18][O:17][C:7]1[CH:6]=[C:5]([C:3]2[CH:25]=[C:20]3[N:19]([CH:2]=2)[CH:24]=[CH:23][CH:22]=[CH:21]3)[CH:10]=[CH:9][C:8]=1[C:11]1[CH:16]=[CH:15][CH:14]=[CH:13][N:12]=1. (6) Given the reactants [CH:1]1[CH:10]=[CH:9][CH:8]=[C:7]2[C:2]=1[C:3]1[N:13]3[C@@H:14]([CH2:18][CH2:19][CH2:20][NH:21][C:22](=[O:28])[O:23][C:24]([CH3:27])([CH3:26])[CH3:25])[CH2:15][O:16][CH2:17][C:12]3=[N:11][C:4]=1[CH:5]=[N:6]2.ClC1C=C(C=CC=1)C(OO)=[O:34].C([O-])([O-])=O.[Na+].[Na+], predict the reaction product. The product is: [O-:34][N+:6]1[C:7]2[C:2](=[CH:1][CH:10]=[CH:9][CH:8]=2)[C:3]2[N:13]3[C@@H:14]([CH2:18][CH2:19][CH2:20][NH:21][C:22](=[O:28])[O:23][C:24]([CH3:25])([CH3:27])[CH3:26])[CH2:15][O:16][CH2:17][C:12]3=[N:11][C:4]=2[CH:5]=1. (7) Given the reactants Br[CH:2]1[CH:7]([CH2:8][CH3:9])[CH2:6][O:5][CH:4]([C:10]2[CH:15]=[CH:14][C:13]([B:16]3[O:20][C:19]([CH3:22])([CH3:21])[C:18]([CH3:24])([CH3:23])[O:17]3)=[C:12]([F:25])[CH:11]=2)[CH2:3]1.[H][H].C(N(CC)CC)C, predict the reaction product. The product is: [CH2:8]([CH:7]1[CH2:6][O:5][CH:4]([C:10]2[CH:15]=[CH:14][C:13]([B:16]3[O:17][C:18]([CH3:24])([CH3:23])[C:19]([CH3:22])([CH3:21])[O:20]3)=[C:12]([F:25])[CH:11]=2)[CH2:3][CH2:2]1)[CH3:9]. (8) The product is: [OH:16][CH2:15][CH2:14][CH2:13][CH:10]1[CH2:11][CH2:12][N:7]([C:18]#[N:17])[CH2:8][CH2:9]1. Given the reactants C(=O)(O)[O-].[Na+].Cl.[NH:7]1[CH2:12][CH2:11][CH:10]([CH2:13][CH2:14][CH2:15][OH:16])[CH2:9][CH2:8]1.[N:17]#[C:18]Br, predict the reaction product. (9) Given the reactants [F:1][C:2]1[CH:3]=[C:4]([C@@H:9]2[CH2:11][C@H:10]2[C:12]([OH:14])=O)[CH:5]=[CH:6][C:7]=1[F:8].S(Cl)([Cl:17])=O, predict the reaction product. The product is: [F:1][C:2]1[CH:3]=[C:4]([C@@H:9]2[CH2:11][C@H:10]2[C:12]([Cl:17])=[O:14])[CH:5]=[CH:6][C:7]=1[F:8]. (10) Given the reactants [Cl:1][C:2]1[CH:3]=[C:4]([CH:8]=[CH:9][C:10]=1[O:11][C:12]1[CH:17]=[CH:16][C:15]([CH:18]=O)=[CH:14][CH:13]=1)[C:5]([NH2:7])=[O:6].[S:20]1[CH:24]=[CH:23][CH:22]=[C:21]1[CH2:25][CH2:26][NH2:27].[BH4-].[Na+], predict the reaction product. The product is: [Cl:1][C:2]1[CH:3]=[C:4]([CH:8]=[CH:9][C:10]=1[O:11][C:12]1[CH:13]=[CH:14][C:15]([CH2:18][NH:27][CH2:26][CH2:25][C:21]2[S:20][CH:24]=[CH:23][CH:22]=2)=[CH:16][CH:17]=1)[C:5]([NH2:7])=[O:6].